This data is from Full USPTO retrosynthesis dataset with 1.9M reactions from patents (1976-2016). The task is: Predict the reactants needed to synthesize the given product. (1) Given the product [Br:1][C:2]1[CH:3]=[C:4]([C:19]([CH3:22])([CH3:21])[CH3:20])[C:5]([O:17][CH3:18])=[C:6]([CH:16]=1)[CH2:7][O:8][C:9]1[CH:10]=[CH:11][C:12]([NH:15][S:24]([CH3:23])(=[O:26])=[O:25])=[CH:13][CH:14]=1, predict the reactants needed to synthesize it. The reactants are: [Br:1][C:2]1[CH:3]=[C:4]([C:19]([CH3:22])([CH3:21])[CH3:20])[C:5]([O:17][CH3:18])=[C:6]([CH:16]=1)[CH2:7][O:8][C:9]1[CH:14]=[CH:13][C:12]([NH2:15])=[CH:11][CH:10]=1.[CH3:23][S:24](Cl)(=[O:26])=[O:25]. (2) Given the product [F:1][C:2]1[CH:7]=[CH:6][C:5]([S:8][CH2:10][CH2:9][C:11](=[O:12])[CH3:13])=[CH:4][CH:3]=1, predict the reactants needed to synthesize it. The reactants are: [F:1][C:2]1[CH:7]=[CH:6][C:5]([SH:8])=[CH:4][CH:3]=1.[CH:9]([C:11]([CH3:13])=[O:12])=[CH2:10].O. (3) Given the product [F:1][C:2]1[CH:3]=[C:4]([CH:17]=[CH:18][CH:19]=1)[CH2:5][C:6]1([CH3:16])[C:11](=[O:12])[N:10]([CH3:13])[C:9](=[O:14])[N:8]([CH2:23][C:24](=[O:25])[C:26]2[CH:31]=[CH:30][CH:29]=[CH:28][CH:27]=2)[C:7]1=[O:15], predict the reactants needed to synthesize it. The reactants are: [F:1][C:2]1[CH:3]=[C:4]([CH:17]=[CH:18][CH:19]=1)[CH2:5][C:6]1([CH3:16])[C:11](=[O:12])[N:10]([CH3:13])[C:9](=[O:14])[NH:8][C:7]1=[O:15].[H-].[Na+].Br[CH2:23][C:24]([C:26]1[CH:31]=[CH:30][CH:29]=[CH:28][CH:27]=1)=[O:25]. (4) Given the product [C:35]([O:37][CH2:6][CH3:7])(=[O:47])[CH3:36].[CH3:9][OH:10].[NH4+:3].[OH-:49].[C:35]([CH:25]([N:22]1[CH:21]=[N:20][C:19]2[C:18](=[O:38])[NH:17][C:16]([CH2:15][C:14]3[CH:39]=[CH:40][C:11]([O:10][CH:9]([F:44])[F:8])=[C:12]([N+:41]([O-:43])=[O:42])[CH:13]=3)=[N:24][C:23]1=2)[CH2:26][CH2:27][CH2:28][C:29]1[CH:34]=[CH:33][CH:32]=[CH:31][CH:30]=1)(=[O:37])[CH3:36], predict the reactants needed to synthesize it. The reactants are: C([N:3]([CH2:6][CH3:7])CC)C.[F:8][CH:9]([F:44])[O:10][C:11]1[CH:40]=[CH:39][C:14]([CH2:15][C:16]2[NH:17][C:18](=[O:38])[C:19]3[N:20]=[CH:21][N:22]([CH:25]([CH:35]([OH:37])[CH3:36])[CH2:26][CH2:27][CH2:28][C:29]4[CH:34]=[CH:33][CH:32]=[CH:31][CH:30]=4)[C:23]=3[N:24]=2)=[CH:13][C:12]=1[N+:41]([O-:43])=[O:42].CS(C)=[O:47].[OH-:49].[Na+]. (5) The reactants are: Cl.[NH:2]1[CH2:7][CH2:6][C:5](=[O:8])[CH2:4][CH2:3]1.C(N(CC)CC)C.C(=O)([O-])[O-].[K+].[K+].F[C:23]1[CH:28]=[CH:27][C:26]([N+:29]([O-:31])=[O:30])=[CH:25][CH:24]=1. Given the product [N+:29]([C:26]1[CH:27]=[CH:28][C:23]([N:2]2[CH2:7][CH2:6][C:5](=[O:8])[CH2:4][CH2:3]2)=[CH:24][CH:25]=1)([O-:31])=[O:30], predict the reactants needed to synthesize it. (6) Given the product [CH2:17]([N:15]1[CH:16]=[C:12]([C:10]([C:9]2[C:4]([F:3])=[N:5][CH:6]=[CH:7][CH:8]=2)=[O:11])[N:13]=[CH:14]1)[C:18]1[CH:23]=[CH:22][CH:21]=[CH:20][CH:19]=1, predict the reactants needed to synthesize it. The reactants are: [H-].[Na+].[F:3][C:4]1[C:9]([C:10]([C:12]2[N:13]=[CH:14][NH:15][CH:16]=2)=[O:11])=[CH:8][CH:7]=[CH:6][N:5]=1.[CH2:17](Br)[C:18]1[CH:23]=[CH:22][CH:21]=[CH:20][CH:19]=1. (7) Given the product [CH2:11]([O:10][C:9]1[C:4]([O:3][CH2:1][CH3:2])=[CH:5][C:6]2[N:7]([C:16]([NH2:15])=[N:14][N:13]=2)[N:8]=1)[CH3:12], predict the reactants needed to synthesize it. The reactants are: [CH2:1]([O:3][C:4]1[CH:5]=[C:6]([NH:13][NH2:14])[N:7]=[N:8][C:9]=1[O:10][CH2:11][CH3:12])[CH3:2].[N:15]#[C:16]Br.C(=O)([O-])[O-].[K+].[K+].